Dataset: Catalyst prediction with 721,799 reactions and 888 catalyst types from USPTO. Task: Predict which catalyst facilitates the given reaction. (1) Reactant: [C:1]([O:5][C:6]([NH:8][C@@H:9]1[CH2:14][CH2:13][CH2:12][CH2:11][C@@H:10]1[NH:15][C:16]1[C:25]2[C:20](=[CH:21][CH:22]=[C:23]([O:26][CH3:27])[CH:24]=2)[N:19]=[C:18]([NH:28]C(OCC)=O)[N:17]=1)=[O:7])([CH3:4])([CH3:3])[CH3:2].[OH-].[K+].[Cl-].[NH4+]. Product: [NH2:28][C:18]1[N:17]=[C:16]([NH:15][C@H:10]2[CH2:11][CH2:12][CH2:13][CH2:14][C@H:9]2[NH:8][C:6]([O:5][C:1]([CH3:2])([CH3:3])[CH3:4])=[O:7])[C:25]2[C:20](=[CH:21][CH:22]=[C:23]([O:26][CH3:27])[CH:24]=2)[N:19]=1. The catalyst class is: 5. (2) Reactant: [F:1][C:2]1[CH:7]=[C:6]([C:8]([F:11])([F:10])[F:9])[CH:5]=[CH:4][C:3]=1[CH:12]1[CH2:17][CH:16]([C:18]([O:20]C)=[O:19])[CH2:15][CH2:14][N:13]1[C:22]([O:24][CH3:25])=[O:23].[Br-].[Li+].CCN(CC)CC.CC(OC)(C)C. The catalyst class is: 47. Product: [F:1][C:2]1[CH:7]=[C:6]([C:8]([F:10])([F:9])[F:11])[CH:5]=[CH:4][C:3]=1[CH:12]1[CH2:17][CH:16]([C:18]([OH:20])=[O:19])[CH2:15][CH2:14][N:13]1[C:22]([O:24][CH3:25])=[O:23]. (3) Reactant: [C:1]([O:5][C:6](=[O:25])[CH2:7][CH2:8][C@H:9]([NH:14][C:15]([O:17][CH2:18][C:19]1[CH:24]=[CH:23][CH:22]=[CH:21][CH:20]=1)=[O:16])/[CH:10]=[CH:11]/[O:12]C)([CH3:4])([CH3:3])[CH3:2].FC(F)(F)C(O)=O.C(OCC)(=O)C. Product: [C:1]([O:5][C:6](=[O:25])[CH2:7][CH2:8][C@H:9]([NH:14][C:15]([O:17][CH2:18][C:19]1[CH:24]=[CH:23][CH:22]=[CH:21][CH:20]=1)=[O:16])[CH2:10][CH:11]=[O:12])([CH3:4])([CH3:2])[CH3:3]. The catalyst class is: 47. (4) Reactant: [N+:1]([C:4]1[CH:9]=[CH:8][C:7]([C:10]2([C:15]3[S:16][CH:17]=[CH:18][CH:19]=3)[O:14][CH2:13][CH2:12][O:11]2)=[CH:6][CH:5]=1)([O-:3])=O.[I:20][C:21]1[CH:22]=[C:23]([CH2:27]C#N)[CH:24]=[CH:25][CH:26]=1.[OH-].[Na+]. Product: [I:20][C:21]1[CH:22]=[C:23]([C:27]2[O:3][N:1]=[C:4]3[CH:9]=[CH:8][C:7]([C:10]4([C:15]5[S:16][CH:17]=[CH:18][CH:19]=5)[O:14][CH2:13][CH2:12][O:11]4)=[CH:6][C:5]=23)[CH:24]=[CH:25][CH:26]=1. The catalyst class is: 5. (5) The catalyst class is: 8. Reactant: [F:1][C:2]1[C:7]([Br:8])=[CH:6][C:5]([NH2:9])=[CH:4][N:3]=1.[CH2:10]([O:12][C:13]1[C:14](=O)[C:15](=[O:20])[C:16]=1[O:17]CC)[CH3:11]. Product: [Br:8][C:7]1[CH:6]=[C:5]([NH:9][C:14]2[C:15](=[O:20])[C:16](=[O:17])[C:13]=2[O:12][CH2:10][CH3:11])[CH:4]=[N:3][C:2]=1[F:1]. (6) Reactant: C([O:3][C:4]([C:6]1[C:10]([C:11]([CH3:14])([CH3:13])[CH3:12])=[C:9]([Br:15])[N:8]([C:16]2[CH:21]=[CH:20][C:19]([F:22])=[CH:18][CH:17]=2)[C:7]=1[CH2:23][N:24]([C:31]([O:33][C:34]([CH3:37])([CH3:36])[CH3:35])=[O:32])[CH2:25][C:26]([O:28][CH2:29][CH3:30])=[O:27])=O)C.CC([O-])(C)C.[K+]. Product: [CH2:29]([O:28][C:26]([CH:25]1[N:24]([C:31]([O:33][C:34]([CH3:37])([CH3:36])[CH3:35])=[O:32])[CH2:23][C:7]2[N:8]([C:16]3[CH:17]=[CH:18][C:19]([F:22])=[CH:20][CH:21]=3)[C:9]([Br:15])=[C:10]([C:11]([CH3:12])([CH3:13])[CH3:14])[C:6]=2[C:4]1=[O:3])=[O:27])[CH3:30]. The catalyst class is: 1. (7) Reactant: C([N:8]1[CH2:13][CH2:12][CH:11]([O:14][CH:15]([C:23]2[CH:28]=[CH:27][C:26]([Cl:29])=[CH:25][CH:24]=2)[C:16]2[CH:21]=[CH:20][CH:19]=[CH:18][C:17]=2[Cl:22])[CH2:10][CH2:9]1)C1C=CC=CC=1.ClC(OC(Cl)C)=O. Product: [Cl:22][C:17]1[CH:18]=[CH:19][CH:20]=[CH:21][C:16]=1[CH:15]([O:14][CH:11]1[CH2:12][CH2:13][NH:8][CH2:9][CH2:10]1)[C:23]1[CH:24]=[CH:25][C:26]([Cl:29])=[CH:27][CH:28]=1. The catalyst class is: 4.